From a dataset of Full USPTO retrosynthesis dataset with 1.9M reactions from patents (1976-2016). Predict the reactants needed to synthesize the given product. (1) Given the product [Cl:1][C:2]1[CH:9]=[C:8]([Cl:10])[CH:7]=[CH:6][C:3]=1[C:4]1[N:31]([C:28]2[CH:29]=[CH:30][C:25]([S:22]([N:16]3[CH2:21][CH2:20][CH2:19][CH2:18][CH2:17]3)(=[O:24])=[O:23])=[CH:26][CH:27]=2)[C:12]([CH3:11])=[CH:13][CH:14]=1, predict the reactants needed to synthesize it. The reactants are: [Cl:1][C:2]1[CH:9]=[C:8]([Cl:10])[CH:7]=[CH:6][C:3]=1[CH:4]=O.[CH3:11][C:12](=O)[CH:13]=[CH2:14].[N:16]1([S:22]([C:25]2[CH:30]=[CH:29][C:28]([NH2:31])=[CH:27][CH:26]=2)(=[O:24])=[O:23])[CH2:21][CH2:20][CH2:19][CH2:18][CH2:17]1. (2) Given the product [CH3:23][C:13]1[S:14][C:15]([C:16]2[CH:17]=[C:18]([CH3:22])[CH:19]=[CH:20][CH:21]=2)=[C:11]([C:9]([N:8]2[CH2:7][C@H:6]3[C@H:4]([CH2:5]3)[C@H:3]2[CH2:2][NH:1][C:34]([C:25]2[CH:26]=[CH:27][C:28]3[C:33](=[CH:32][CH:31]=[CH:30][CH:29]=3)[N:24]=2)=[O:35])=[O:10])[N:12]=1, predict the reactants needed to synthesize it. The reactants are: [NH2:1][CH2:2][C@H:3]1[N:8]([C:9]([C:11]2[N:12]=[C:13]([CH3:23])[S:14][C:15]=2[C:16]2[CH:17]=[C:18]([CH3:22])[CH:19]=[CH:20][CH:21]=2)=[O:10])[CH2:7][C@H:6]2[C@@H:4]1[CH2:5]2.[N:24]1[C:33]2[C:28](=[CH:29][CH:30]=[CH:31][CH:32]=2)[CH:27]=[CH:26][C:25]=1[C:34](O)=[O:35]. (3) Given the product [CH3:1][C:2]1[C:7]([CH3:8])=[CH:6][CH:5]=[CH:4][C:3]=1[N:9]1[C:13]([S:14][CH2:15][C:16]([NH:31][C:30]2[N:26]([CH2:25][C:24]3[CH:32]=[CH:33][C:21]([O:20][CH3:19])=[C:22]([CH3:34])[CH:23]=3)[N:27]=[CH:28][CH:29]=2)=[O:18])=[N:12][N:11]=[N:10]1, predict the reactants needed to synthesize it. The reactants are: [CH3:1][C:2]1[C:7]([CH3:8])=[CH:6][CH:5]=[CH:4][C:3]=1[N:9]1[C:13]([S:14][CH2:15][C:16]([OH:18])=O)=[N:12][N:11]=[N:10]1.[CH3:19][O:20][C:21]1[CH:33]=[CH:32][C:24]([CH2:25][N:26]2[C:30]([NH2:31])=[CH:29][CH:28]=[N:27]2)=[CH:23][C:22]=1[CH3:34].Cl.CN(C)CCCN=C=NCC. (4) Given the product [S:1]1[C:5]2[CH:6]=[C:7]([CH2:10][C:11]3[N:19]4[N:20]=[C:15]([Cl:14])[CH:16]=[CH:17][C:18]4=[N:21][N:22]=3)[CH:8]=[CH:9][C:4]=2[N:3]=[CH:2]1, predict the reactants needed to synthesize it. The reactants are: [S:1]1[C:5]2[CH:6]=[C:7]([CH2:10][C:11](O)=O)[CH:8]=[CH:9][C:4]=2[N:3]=[CH:2]1.[Cl:14][C:15]1[N:20]=[N:19][C:18]([NH:21][NH2:22])=[CH:17][CH:16]=1.Cl.CN(C)CCCN=C=NCC.O.OC1C2N=NNC=2C=CC=1.C(=O)([O-])[O-].[K+].[K+]. (5) Given the product [C:8]([O:7][C:5](=[O:6])[NH:4][CH2:1][C:2]#[CH:3])([CH3:11])([CH3:10])[CH3:9], predict the reactants needed to synthesize it. The reactants are: [CH2:1]([NH2:4])[C:2]#[CH:3].[C:5](O[C:5]([O:7][C:8]([CH3:11])([CH3:10])[CH3:9])=[O:6])([O:7][C:8]([CH3:11])([CH3:10])[CH3:9])=[O:6].